Dataset: Full USPTO retrosynthesis dataset with 1.9M reactions from patents (1976-2016). Task: Predict the reactants needed to synthesize the given product. (1) Given the product [NH2:26][C:21]1[CH:22]=[CH:23][CH:24]=[CH:25][C:20]=1[C:19]([NH:18][C:13]1[CH:14]=[CH:15][CH:16]=[CH:17][C:12]=1[C:11]([NH:10][C:5]1[CH:6]=[CH:7][CH:8]=[CH:9][C:4]=1[C:3]([OH:29])=[O:2])=[O:28])=[O:27], predict the reactants needed to synthesize it. The reactants are: C[O:2][C:3](=[O:29])[C:4]1[CH:9]=[CH:8][CH:7]=[CH:6][C:5]=1[NH:10][C:11](=[O:28])[C:12]1[CH:17]=[CH:16][CH:15]=[CH:14][C:13]=1[NH:18][C:19](=[O:27])[C:20]1[CH:25]=[CH:24][CH:23]=[CH:22][C:21]=1[NH2:26].Cl. (2) Given the product [NH2:1][C:2]1[CH:3]=[C:4]([CH:15]=[CH:16][C:17]=1[O:18][C:19]([F:22])([F:21])[F:20])[C:5]([NH:7][C:8]1[CH:9]=[N:10][C:11]([C:25]2[CH:26]=[CH:27][CH:28]=[CH:29][C:24]=2[F:23])=[CH:12][CH:13]=1)=[O:6], predict the reactants needed to synthesize it. The reactants are: [NH2:1][C:2]1[CH:3]=[C:4]([CH:15]=[CH:16][C:17]=1[O:18][C:19]([F:22])([F:21])[F:20])[C:5]([NH:7][C:8]1[CH:9]=[N:10][C:11](Cl)=[CH:12][CH:13]=1)=[O:6].[F:23][C:24]1[CH:29]=[CH:28][CH:27]=[CH:26][C:25]=1B(O)O.C(=O)([O-])[O-].[K+].[K+]. (3) The reactants are: Cl[C:2]([O:4][C:5]1[CH:10]=[CH:9][C:8]([O:11][C:12]2[CH:17]=[CH:16][C:15]([C:18]([F:21])([F:20])[F:19])=[CH:14][N:13]=2)=[CH:7][CH:6]=1)=[O:3].Cl.[NH:23]1[CH2:28][CH2:27][CH:26]([N:29]2[C:33]3[CH:34]=[CH:35][CH:36]=[CH:37][C:32]=3[N:31]=[N:30]2)[CH2:25][CH2:24]1.C(NC(C)C)(C)C. Given the product [F:19][C:18]([F:21])([F:20])[C:15]1[CH:16]=[CH:17][C:12]([O:11][C:8]2[CH:9]=[CH:10][C:5]([O:4][C:2]([N:23]3[CH2:24][CH2:25][CH:26]([N:29]4[C:33]5[CH:34]=[CH:35][CH:36]=[CH:37][C:32]=5[N:31]=[N:30]4)[CH2:27][CH2:28]3)=[O:3])=[CH:6][CH:7]=2)=[N:13][CH:14]=1, predict the reactants needed to synthesize it. (4) The reactants are: [NH2:1][C:2]1[N:10]=[CH:9][N:8]=[C:7]2[C:3]=1[N:4]([C:28]1[CH:33]=[CH:32][C:31]([O:34][C:35]3[CH:40]=[CH:39][CH:38]=[CH:37][CH:36]=3)=[CH:30][CH:29]=1)[C:5](=[O:27])[N:6]2[C:11]1[CH:12]=[C:13]([N:18](C)[C:19](=O)OC(C)(C)C)[CH:14]=[CH:15][C:16]=1[CH3:17].C(O)(C(F)(F)F)=O. Given the product [NH2:1][C:2]1[N:10]=[CH:9][N:8]=[C:7]2[C:3]=1[N:4]([C:28]1[CH:33]=[CH:32][C:31]([O:34][C:35]3[CH:36]=[CH:37][CH:38]=[CH:39][CH:40]=3)=[CH:30][CH:29]=1)[C:5](=[O:27])[N:6]2[C:11]1[CH:12]=[C:13]([NH:18][CH3:19])[CH:14]=[CH:15][C:16]=1[CH3:17], predict the reactants needed to synthesize it. (5) Given the product [C:15]([C:3]1[CH:2]=[CH:7][CH:6]=[CH:5][N:4]=1)(=[O:17])[CH3:16].[C:1]([O:9][CH2:10][CH2:11][CH2:12][CH3:13])(=[O:8])[C:2]1[CH:7]=[CH:6][CH:5]=[N:4][CH:3]=1, predict the reactants needed to synthesize it. The reactants are: [C:1]([O:9][CH2:10][CH2:11][CH2:12][CH3:13])(=[O:8])[C:2]1[CH:7]=[CH:6][CH:5]=[N:4][CH:3]=1.O.[C:15](O)(=[O:17])[CH3:16]. (6) Given the product [Br:27][CH2:28][CH2:29][CH2:30][CH2:31][O:18][C:17]1[C:9]([CH2:6][CH2:7][CH3:8])=[C:10]2[C:14](=[CH:15][CH:16]=1)[C:13]([C:23]([F:26])([F:24])[F:25])([C:19]([F:20])([F:21])[F:22])[O:12][CH2:11]2, predict the reactants needed to synthesize it. The reactants are: CN(C)C=O.[CH2:6]([C:9]1[C:17]([OH:18])=[CH:16][CH:15]=[C:14]2[C:10]=1[CH2:11][O:12][C:13]2([C:23]([F:26])([F:25])[F:24])[C:19]([F:22])([F:21])[F:20])[CH2:7][CH3:8].[Br:27][CH2:28][CH2:29][CH2:30][CH2:31]Br.C(=O)([O-])[O-].[K+].[K+]. (7) The reactants are: [Cl:1][C:2]1[CH:7]=[CH:6][C:5]([C:8]2[N:9]=[C:10]([CH2:24][N:25]3[N:29]=[N:28][CH:27]=[N:26]3)[C:11]([C:21]([OH:23])=[O:22])=[N:12][C:13]=2[C:14]2[CH:19]=[CH:18][C:17]([Cl:20])=[CH:16][CH:15]=2)=[CH:4][CH:3]=1.[C:30](OC(O[C:30]([CH3:33])([CH3:32])[CH3:31])N(C)C)([CH3:33])([CH3:32])[CH3:31].O.C(OCC)C. Given the product [Cl:1][C:2]1[CH:3]=[CH:4][C:5]([C:8]2[N:9]=[C:10]([CH2:24][N:25]3[N:29]=[N:28][CH:27]=[N:26]3)[C:11]([C:21]([O:23][C:30]([CH3:33])([CH3:32])[CH3:31])=[O:22])=[N:12][C:13]=2[C:14]2[CH:15]=[CH:16][C:17]([Cl:20])=[CH:18][CH:19]=2)=[CH:6][CH:7]=1, predict the reactants needed to synthesize it. (8) Given the product [Cl:1][C:2]1[CH:3]=[N:4][CH:5]=[C:6]([Cl:8])[C:7]=1[CH2:46][C@H:42]1[CH2:41][CH:40]([CH:37]([CH3:39])[CH3:38])[CH2:49][NH:43]1, predict the reactants needed to synthesize it. The reactants are: [Cl:1][C:2]1[CH:3]=[N:4][CH:5]=[C:6]([Cl:8])[CH:7]=1.C([N-]C(C)C)(C)C.[Li+].CCCCCCC.C1COCC1.C(C1C=CC=CC=1)C.[CH:37]([CH:40]1[CH2:49][N:43]2S(=O)(=O)O[CH2:46][C@H:42]2[CH2:41]1)([CH3:39])[CH3:38]. (9) Given the product [C:23]([N:10]1[CH2:11][CH2:12][C:7]([N:13]([C:17]2[CH:18]=[CH:19][CH:20]=[CH:21][CH:22]=2)[C:14](=[O:16])[CH3:15])([C:4]2[S:5][CH:6]=[C:2]([CH3:1])[N:3]=2)[CH2:8][CH2:9]1)(=[O:30])[C:24]1[CH:29]=[CH:28][CH:27]=[CH:26][CH:25]=1, predict the reactants needed to synthesize it. The reactants are: [CH3:1][C:2]1[N:3]=[C:4]([C:7]2([N:13]([C:17]3[CH:22]=[CH:21][CH:20]=[CH:19][CH:18]=3)[C:14](=[O:16])[CH3:15])[CH2:12][CH2:11][NH:10][CH2:9][CH2:8]2)[S:5][CH:6]=1.[C:23](Cl)(=[O:30])[C:24]1[CH:29]=[CH:28][CH:27]=[CH:26][CH:25]=1.C(OCC)(=O)C. (10) Given the product [C:28]1([C:19]2[CH:20]=[CH:21][CH:22]=[CH:23][CH:24]=2)[CH:29]=[CH:30][C:31]([C:6]([N:8]2[CH2:12][C:11](=[CH:13][C:14]#[N:15])[CH2:10][C@H:9]2[C:16]([NH:49][C:45]2[CH:46]=[CH:47][C:48]3[N:36]([CH2:34][CH3:35])[C:37]4[C:42]([C:43]=3[CH:44]=2)=[CH:41][CH:40]=[CH:39][CH:38]=4)=[O:18])=[O:7])=[CH:32][CH:33]=1, predict the reactants needed to synthesize it. The reactants are: C(O[C:6]([N:8]1[CH2:12][C:11](=[CH:13][C:14]#[N:15])[CH2:10][C@H:9]1[C:16]([OH:18])=O)=[O:7])(C)(C)C.[C:19]1([C:28]2[CH:33]=[CH:32][CH:31]=[CH:30][CH:29]=2)[CH:24]=[CH:23][C:22](C(Cl)=O)=[CH:21][CH:20]=1.[CH2:34]([N:36]1[C:48]2[CH:47]=[CH:46][C:45]([NH2:49])=[CH:44][C:43]=2[C:42]2[C:37]1=[CH:38][CH:39]=[CH:40][CH:41]=2)[CH3:35].